This data is from Catalyst prediction with 721,799 reactions and 888 catalyst types from USPTO. The task is: Predict which catalyst facilitates the given reaction. (1) The catalyst class is: 3. Product: [Cl:1][C:2]1[CH:3]=[C:4]2[C:9](=[CH:10][C:11]=1[Cl:12])[C:8](=[O:13])[C:7]([C:14](=[O:19])[CH2:15][CH2:16][C:17]([OH:23])=[O:18])=[C:6]([OH:20])[C:5]2([CH3:22])[CH3:21]. Reactant: [Cl:1][C:2]1[CH:3]=[C:4]2[C:9](=[CH:10][C:11]=1[Cl:12])[C:8]([OH:13])=[C:7]([C:14](=[O:19])[CH2:15][CH2:16][CH:17]=[O:18])[C:6](=[O:20])[C:5]2([CH3:22])[CH3:21].[OH:23]OS([O-])=O.[K+]. (2) Product: [F:1][C:2]1[CH:7]=[CH:6][CH:5]=[CH:4][C:3]=1[C:8]([C:9](=[O:14])[CH2:10][CH2:11][CH2:12][CH3:13])=[CH2:16]. Reactant: [F:1][C:2]1[CH:7]=[CH:6][CH:5]=[CH:4][C:3]=1[CH2:8][C:9](=[O:14])[CH2:10][CH2:11][CH2:12][CH3:13].N1CCCC[CH2:16]1.C=O. The catalyst class is: 15. (3) Reactant: [Br:1][C:2]1[CH:7]=[CH:6][C:5]([C@@H:8]2[NH:13][C:12](=[O:14])[CH2:11][CH2:10][C@H:9]2[N+]([O-])=O)=[CH:4][CH:3]=1.CC(C)([O-:21])C.[K+].O=[O+][O-].CSC. Product: [Br:1][C:2]1[CH:7]=[CH:6][C:5]([CH:8]2[NH:13][C:12](=[O:14])[CH2:11][CH2:10][C:9]2=[O:21])=[CH:4][CH:3]=1. The catalyst class is: 100. (4) Product: [C:1]([NH:5][S:6]([C:9]1[C:18]2[C:13](=[CH:14][CH:15]=[CH:16][CH:17]=2)[C:12]([C:19]2[S:23][C:22]([C:24]([NH:25][CH2:26][C:27]([OH:30])([CH3:28])[CH3:29])=[O:31])=[N:21][C:20]=2[C:32]([N:49]2[CH2:44][CH2:45][CH2:46][CH2:47][CH2:48]2)=[O:34])=[CH:11][CH:10]=1)(=[O:8])=[O:7])([CH3:3])([CH3:2])[CH3:4]. The catalyst class is: 3. Reactant: [C:1]([NH:5][S:6]([C:9]1[C:18]2[C:13](=[CH:14][CH:15]=[CH:16][CH:17]=2)[C:12]([C:19]2[S:23][C:22]([C:24](=[O:31])[NH:25][CH2:26][C:27]([OH:30])([CH3:29])[CH3:28])=[N:21][C:20]=2[C:32]([OH:34])=O)=[CH:11][CH:10]=1)(=[O:8])=[O:7])([CH3:4])([CH3:3])[CH3:2].CN(C(ON1N=N[C:45]2[CH:46]=[CH:47][CH:48]=[N:49][C:44]1=2)=[N+](C)C)C.F[P-](F)(F)(F)(F)F.CCN(C(C)C)C(C)C.N1CCCCC1.